This data is from NCI-60 drug combinations with 297,098 pairs across 59 cell lines. The task is: Regression. Given two drug SMILES strings and cell line genomic features, predict the synergy score measuring deviation from expected non-interaction effect. Cell line: RPMI-8226. Synergy scores: CSS=60.8, Synergy_ZIP=2.57, Synergy_Bliss=-0.857, Synergy_Loewe=-2.50, Synergy_HSA=-2.50. Drug 2: C#CCC(CC1=CN=C2C(=N1)C(=NC(=N2)N)N)C3=CC=C(C=C3)C(=O)NC(CCC(=O)O)C(=O)O. Drug 1: C1=CN(C(=O)N=C1N)C2C(C(C(O2)CO)O)O.Cl.